From a dataset of Reaction yield outcomes from USPTO patents with 853,638 reactions. Predict the reaction yield, written as a fraction of the theoretical maximum amount of product (1.0 means a 100% yield; for example, 0.34 means a 34% yield). (1) The reactants are [F:1][C:2]1[C:15]([NH:16][CH2:17][C:18]2[CH:23]=[C:22]([C:24]3[CH:29]=[CH:28][CH:27]=[C:26]([F:30])[CH:25]=3)[CH:21]=[CH:20][C:19]=2[F:31])=[C:14]([F:32])[C:13]([CH3:33])=[CH:12][C:3]=1[O:4][CH2:5][C:6]([O:8]C(C)C)=[O:7].[Li+].[OH-]. The catalyst is C1COCC1. The product is [F:1][C:2]1[C:15]([NH:16][CH2:17][C:18]2[CH:23]=[C:22]([C:24]3[CH:29]=[CH:28][CH:27]=[C:26]([F:30])[CH:25]=3)[CH:21]=[CH:20][C:19]=2[F:31])=[C:14]([F:32])[C:13]([CH3:33])=[CH:12][C:3]=1[O:4][CH2:5][C:6]([OH:8])=[O:7]. The yield is 0.910. (2) The reactants are [CH3:1][C:2]1[C:7]([B:8]2[O:12][C:11]([CH3:14])([CH3:13])[C:10]([CH3:16])([CH3:15])[O:9]2)=[CH:6][CH:5]=[CH:4][C:3]=1[NH2:17].C(N([CH:24]([CH3:26])[CH3:25])CC)(C)C.[C:27](Cl)(Cl)=[O:28].C[N:32](C)[CH2:33][C:34]#[C:35]CC.Cl[CH2:40]Cl. The catalyst is C1(C)C=CC=CC=1. The product is [CH3:40][C:24]([CH3:25])([CH3:26])[C:35]#[C:34][CH2:33][NH:32][C:27]([NH:17][C:3]1[CH:4]=[CH:5][CH:6]=[C:7]([B:8]2[O:12][C:11]([CH3:13])([CH3:14])[C:10]([CH3:16])([CH3:15])[O:9]2)[C:2]=1[CH3:1])=[O:28]. The yield is 0.600. (3) The reactants are [Cl:1][C:2]1[CH:3]=[C:4]([C:8]2[O:12][N:11]=[CH:10][C:9]=2[CH2:13][CH2:14][C:15](OC)=[O:16])[CH:5]=[CH:6][CH:7]=1.[H-].C([Al+]CC(C)C)C(C)C.Cl. The catalyst is O1CCCC1. The product is [Cl:1][C:2]1[CH:3]=[C:4]([C:8]2[O:12][N:11]=[CH:10][C:9]=2[CH2:13][CH2:14][CH2:15][OH:16])[CH:5]=[CH:6][CH:7]=1. The yield is 0.950. (4) The reactants are I.[CH2:2]([N:6]1[CH:10]=[C:9]([C:11]([CH3:14])([CH3:13])[CH3:12])[S:8][C:7]1=[NH:15])[CH2:3][CH2:4][CH3:5].[Cl:16][C:17]1[CH:18]=[CH:19][C:20]([F:26])=[C:21]([CH:25]=1)[C:22](O)=[O:23].CCN=C=NCCCN(C)C.C1C=CC2N(O)N=NC=2C=1. The catalyst is CN(C1C=CN=CC=1)C.N1C=CC=CC=1. The product is [C:11]([C:9]1[S:8]/[C:7](=[N:15]\[C:22](=[O:23])[C:21]2[CH:25]=[C:17]([Cl:16])[CH:18]=[CH:19][C:20]=2[F:26])/[N:6]([CH2:2][CH2:3][CH2:4][CH3:5])[CH:10]=1)([CH3:14])([CH3:13])[CH3:12]. The yield is 0.610. (5) The reactants are [CH2:1]([C:6]1[CH:11]=[CH:10][C:9]([C:12]#[C:13][C:14]2[O:18][C:17]([C:19]([NH:21][C@@H:22]([CH2:27][N+:28]([CH3:31])([CH3:30])[CH3:29])[CH2:23][C:24]([O-:26])=[O:25])=[O:20])=[CH:16][CH:15]=2)=[CH:8][CH:7]=1)[CH2:2][CH2:3][CH2:4][CH3:5]. The catalyst is [Pd]. The product is [CH2:1]([C:6]1[CH:11]=[CH:10][C:9]([CH2:12][CH2:13][CH:14]2[O:18][CH:17]([C:19]([NH:21][C@@H:22]([CH2:27][N+:28]([CH3:31])([CH3:29])[CH3:30])[CH2:23][C:24]([O-:26])=[O:25])=[O:20])[CH2:16][CH2:15]2)=[CH:8][CH:7]=1)[CH2:2][CH2:3][CH2:4][CH3:5]. The yield is 0.480. (6) The reactants are [OH:1][C:2]1[N:9]=[C:8]([CH3:10])[CH:7]=[C:6]([NH:11][CH3:12])[C:3]=1[C:4]#[N:5].O.NN. The catalyst is C(O)C.[Ni]. The product is [NH2:5][CH2:4][C:3]1[C:2]([OH:1])=[N:9][C:8]([CH3:10])=[CH:7][C:6]=1[NH:11][CH3:12]. The yield is 0.360.